Task: Predict the product of the given reaction.. Dataset: Forward reaction prediction with 1.9M reactions from USPTO patents (1976-2016) Given the reactants Br[C:2]1[CH:3]=[C:4]2[C:31](=[CH:32][CH:33]=1)[C:8]1[NH:9][C:10]([C@@H:12]3[CH2:16][CH2:15][CH2:14][N:13]3[C:17](=[O:30])[C@@H:18]([NH:25][C:26](=[O:29])[O:27][CH3:28])[CH:19]3[CH2:24][CH2:23][O:22][CH2:21][CH2:20]3)=[N:11][C:7]=1[CH2:6][CH2:5]2.CC1(C)C(C)(C)OB([C:42]2[CH:43]=[C:44]3[C:49](=[CH:50][CH:51]=2)[CH:48]=[C:47]([C:52]2[NH:56][C:55]([C@@H:57]4[CH2:61][CH2:60][CH2:59][N:58]4[C:62]([O:64][C:65]([CH3:68])([CH3:67])[CH3:66])=[O:63])=[N:54][CH:53]=2)[CH:46]=[CH:45]3)O1.C([O-])([O-])=O.[K+].[K+], predict the reaction product. The product is: [CH3:28][O:27][C:26]([NH:25][C@@H:18]([CH:19]1[CH2:24][CH2:23][O:22][CH2:21][CH2:20]1)[C:17]([N:13]1[CH2:14][CH2:15][CH2:16][C@H:12]1[C:10]1[NH:9][C:8]2[C:31]3[C:4]([CH2:5][CH2:6][C:7]=2[N:11]=1)=[CH:3][C:2]([C:42]1[CH:43]=[C:44]2[C:49](=[CH:50][CH:51]=1)[CH:48]=[C:47]([C:52]1[NH:56][C:55]([C@@H:57]4[CH2:61][CH2:60][CH2:59][N:58]4[C:62]([O:64][C:65]([CH3:68])([CH3:67])[CH3:66])=[O:63])=[N:54][CH:53]=1)[CH:46]=[CH:45]2)=[CH:33][CH:32]=3)=[O:30])=[O:29].